From a dataset of Catalyst prediction with 721,799 reactions and 888 catalyst types from USPTO. Predict which catalyst facilitates the given reaction. (1) Reactant: [Br:1][C:2]1[CH:11]=[C:10]2[C:5]([CH2:6][CH2:7][C:8](=[O:20])[N:9]2[C:12]2[C:17]([Cl:18])=[CH:16][CH:15]=[CH:14][C:13]=2[Cl:19])=[C:4]([C:21]2[CH:26]=[CH:25][C:24]([F:27])=[CH:23][C:22]=2[Cl:28])[N:3]=1.BrN1C(=O)CCC1=O.N(C(C)(C)C#N)=NC(C)(C)C#N.N12CCCN=C1CCCCC2. Product: [Br:1][C:2]1[CH:11]=[C:10]2[C:5]([CH:6]=[CH:7][C:8](=[O:20])[N:9]2[C:12]2[C:17]([Cl:18])=[CH:16][CH:15]=[CH:14][C:13]=2[Cl:19])=[C:4]([C:21]2[CH:26]=[CH:25][C:24]([F:27])=[CH:23][C:22]=2[Cl:28])[N:3]=1. The catalyst class is: 53. (2) Product: [CH2:41]([C:52]1[O:53][N:28]=[C:25]([C:22]2[CH:21]=[CH:20][C:19]([NH:18][C:16](=[O:17])[CH2:15][CH2:14][CH2:13][C:12]([NH:11][C:8]3[CH:7]=[CH:6][C:5]([C:3]4[N:4]=[C:30]([CH2:31][CH2:32][CH3:33])[O:1][N:2]=4)=[CH:10][CH:9]=3)=[O:29])=[CH:24][CH:23]=2)[N:26]=1)[CH2:50][CH3:51]. The catalyst class is: 58. Reactant: [OH:1][NH:2][C:3]([C:5]1[CH:10]=[CH:9][C:8]([NH:11][C:12](=[O:29])[CH2:13][CH2:14][CH2:15][C:16]([NH:18][C:19]2[CH:24]=[CH:23][C:22]([C:25](=[NH:28])[NH:26]O)=[CH:21][CH:20]=2)=[O:17])=[CH:7][CH:6]=1)=[NH:4].[C:30](O[C:30](=O)[CH2:31][CH2:32][CH3:33])(=O)[CH2:31][CH2:32][CH3:33].[C:41](=O)(O)[O-].[Na+].C(O[CH2:50][CH3:51])(=O)C.[CH3:52][OH:53]. (3) Reactant: [N+:1]([C:4]1[CH:9]=[CH:8][C:7]([C:10]([N:12]=[C:13]=[S:14])=[O:11])=[CH:6][CH:5]=1)([O-:3])=[O:2].[CH3:15][O:16][C:17]1[CH:18]=[C:19]2[C:24](=[CH:25][C:26]=1[O:27][CH3:28])[N:23]=[CH:22][CH:21]=[C:20]2[O:29][C:30]1[CH:36]=[CH:35][C:33]([NH2:34])=[CH:32][C:31]=1[CH3:37].C1(C)C=CC=CC=1. Product: [CH3:15][O:16][C:17]1[CH:18]=[C:19]2[C:24](=[CH:25][C:26]=1[O:27][CH3:28])[N:23]=[CH:22][CH:21]=[C:20]2[O:29][C:30]1[CH:36]=[CH:35][C:33]([NH:34][C:13]([NH:12][C:10](=[O:11])[C:7]2[CH:6]=[CH:5][C:4]([N+:1]([O-:3])=[O:2])=[CH:9][CH:8]=2)=[S:14])=[CH:32][C:31]=1[CH3:37]. The catalyst class is: 8. (4) Reactant: [F:1][C:2]([F:20])([C:14]1[CH:19]=[CH:18][CH:17]=[CH:16][CH:15]=1)[C:3]1[N:7]=[C:6]([C@H:8]2[CH2:12][CH2:11][C@H:10]([NH2:13])[CH2:9]2)[O:5][N:4]=1.[CH3:21]CN(C(C)C)C(C)C.Cl[C:31]1[N:36]=[CH:35][N:34]=[C:33]2[N:37](C3CCCCO3)[N:38]=[CH:39][C:32]=12. Product: [F:20][C:2]([F:1])([C:14]1[CH:19]=[CH:18][C:17]([CH3:21])=[CH:16][CH:15]=1)[C:3]1[N:7]=[C:6]([C@H:8]2[CH2:12][CH2:11][C@H:10]([NH:13][C:31]3[N:36]=[CH:35][N:34]=[C:33]4[NH:37][N:38]=[CH:39][C:32]=34)[CH2:9]2)[O:5][N:4]=1. The catalyst class is: 51. (5) Reactant: [Si]([O:8][CH2:9][CH2:10][N:11]([CH:49]([CH3:51])[CH3:50])[C:12]([C:14]1[N:15]=[C:16]([N:19]2[CH2:22][CH:21]([S:23][C:24]3[C@H:25]([CH3:48])[C@@H:26]4[C@@H:43]([C@H:44]([OH:46])[CH3:45])[C:42](=[O:47])[N:27]4[C:28]=3[C:29]([O:31][CH2:32][C:33]3[CH:38]=[CH:37][C:36]([N+:39]([O-:41])=[O:40])=[CH:35][CH:34]=3)=[O:30])[CH2:20]2)[S:17][CH:18]=1)=[O:13])(C(C)(C)C)(C)C.C(O)(=O)C.[F-].C([N+](CCCC)(CCCC)CCCC)CCC.C(=O)([O-])O.[Na+]. Product: [OH:8][CH2:9][CH2:10][N:11]([CH:49]([CH3:51])[CH3:50])[C:12]([C:14]1[N:15]=[C:16]([N:19]2[CH2:20][CH:21]([S:23][C:24]3[C@H:25]([CH3:48])[C@@H:26]4[C@@H:43]([C@H:44]([OH:46])[CH3:45])[C:42](=[O:47])[N:27]4[C:28]=3[C:29]([O:31][CH2:32][C:33]3[CH:38]=[CH:37][C:36]([N+:39]([O-:41])=[O:40])=[CH:35][CH:34]=3)=[O:30])[CH2:22]2)[S:17][CH:18]=1)=[O:13]. The catalyst class is: 54. (6) Reactant: [F:1][C:2]([F:14])([F:13])[O:3][C:4]1[CH:5]=[C:6]([N+:10]([O-:12])=[O:11])[CH:7]=[CH:8][CH:9]=1.[I-].C[N+:17](C)(C)N.CC([O-])(C)C.[K+].Cl. Product: [N+:10]([C:6]1[CH:7]=[CH:8][CH:9]=[C:4]([O:3][C:2]([F:13])([F:14])[F:1])[C:5]=1[NH2:17])([O-:12])=[O:11]. The catalyst class is: 16. (7) Reactant: [NH:1]1[CH:5]=[CH:4][CH:3]=[C:2]1[CH:6]=[O:7].Cl[C:9]1[N:14]=[CH:13][CH:12]=[CH:11][N:10]=1.C(=O)([O-])[O-].[Cs+].[Cs+].CN1CCCC1=O. Product: [N:10]1[CH:11]=[CH:12][CH:13]=[N:14][C:9]=1[N:1]1[CH:5]=[CH:4][CH:3]=[C:2]1[CH:6]=[O:7]. The catalyst class is: 6. (8) Reactant: Cl[C:2]1[CH:7]=[C:6]([O:8][C:9]2[C:18]3[C:13](=[CH:14][CH:15]=[CH:16][CH:17]=3)[C:12]([NH:19][C:20](=[O:26])[O:21][C:22]([CH3:25])([CH3:24])[CH3:23])=[CH:11][CH:10]=2)[CH:5]=[CH:4][N:3]=1.[NH2:27][C:28]1[CH:33]=[CH:32][C:31]([S:34]([N:37]([CH3:47])[CH2:38][CH2:39][CH2:40][N:41]2[CH2:46][CH2:45][O:44][CH2:43][CH2:42]2)(=[O:36])=[O:35])=[C:30]([O:48][CH3:49])[CH:29]=1.C([O-])([O-])=O.[K+].[K+].CC(C1C=C(C(C)C)C(C2C(P(C3CCCCC3)C3CCCCC3)=C(OC)C=CC=2OC)=C(C(C)C)C=1)C. Product: [CH3:49][O:48][C:30]1[CH:29]=[C:28]([NH:27][C:2]2[CH:7]=[C:6]([O:8][C:9]3[C:18]4[C:13](=[CH:14][CH:15]=[CH:16][CH:17]=4)[C:12]([NH:19][C:20](=[O:26])[O:21][C:22]([CH3:25])([CH3:24])[CH3:23])=[CH:11][CH:10]=3)[CH:5]=[CH:4][N:3]=2)[CH:33]=[CH:32][C:31]=1[S:34](=[O:35])(=[O:36])[N:37]([CH3:47])[CH2:38][CH2:39][CH2:40][N:41]1[CH2:46][CH2:45][O:44][CH2:43][CH2:42]1. The catalyst class is: 3. (9) Product: [CH3:11][N:12]([C:2]1[C:3]2[CH:10]=[CH:9][NH:8][C:4]=2[N:5]=[CH:6][N:7]=1)[C@H:13]1[CH2:22][C@H:16]2[CH2:17][NH:18][C:19](=[O:21])[CH2:20][C@H:15]2[CH2:14]1.[CH3:11][N:12]([C:2]1[C:3]2[CH:10]=[CH:9][NH:8][C:4]=2[N:5]=[CH:6][N:7]=1)[C@@H:13]1[CH2:22][C@H:16]2[CH2:17][NH:18][C:19](=[O:21])[CH2:20][C@H:15]2[CH2:14]1. The catalyst class is: 6. Reactant: Cl[C:2]1[C:3]2[CH:10]=[CH:9][NH:8][C:4]=2[N:5]=[C-:6][N:7]=1.[CH3:11][NH:12][CH:13]1[CH2:22][C@@H:16]2[CH2:17][NH:18][C:19](=[O:21])[CH2:20][C@@H:15]2[CH2:14]1.C(=O)([O-])[O-].[K+].[K+].